This data is from NCI-60 drug combinations with 297,098 pairs across 59 cell lines. The task is: Regression. Given two drug SMILES strings and cell line genomic features, predict the synergy score measuring deviation from expected non-interaction effect. (1) Drug 1: CC1=C(N=C(N=C1N)C(CC(=O)N)NCC(C(=O)N)N)C(=O)NC(C(C2=CN=CN2)OC3C(C(C(C(O3)CO)O)O)OC4C(C(C(C(O4)CO)O)OC(=O)N)O)C(=O)NC(C)C(C(C)C(=O)NC(C(C)O)C(=O)NCCC5=NC(=CS5)C6=NC(=CS6)C(=O)NCCC[S+](C)C)O. Cell line: BT-549. Drug 2: C1C(C(OC1N2C=NC(=NC2=O)N)CO)O. Synergy scores: CSS=31.7, Synergy_ZIP=-2.74, Synergy_Bliss=3.92, Synergy_Loewe=7.72, Synergy_HSA=8.43. (2) Drug 1: C1CC(=O)NC(=O)C1N2CC3=C(C2=O)C=CC=C3N. Drug 2: C1C(C(OC1N2C=NC3=C(N=C(N=C32)Cl)N)CO)O. Cell line: NCI-H322M. Synergy scores: CSS=-2.85, Synergy_ZIP=0.236, Synergy_Bliss=-1.91, Synergy_Loewe=-2.69, Synergy_HSA=-3.39.